Dataset: Catalyst prediction with 721,799 reactions and 888 catalyst types from USPTO. Task: Predict which catalyst facilitates the given reaction. Reactant: [I-].C[N+]1C=CN([C:8](=[O:30])/[N:9]=[C:10]2\[S:11][C:12]([CH3:29])=[CH:13][N:14]\2[C:15]2[CH:28]=[CH:27][C:18]3[O:19][C:20]([F:26])([F:25])[C:21]([F:24])([F:23])[O:22][C:17]=3[CH:16]=2)C=1.[NH:31]1[CH2:35][CH2:34][C@H:33]([OH:36])[CH2:32]1.CCN(C(C)C)C(C)C. Product: [OH:36][C@H:33]1[CH2:34][CH2:35][N:31]([C:8](/[N:9]=[C:10]2\[S:11][C:12]([CH3:29])=[CH:13][N:14]\2[C:15]2[CH:28]=[CH:27][C:18]3[O:19][C:20]([F:26])([F:25])[C:21]([F:23])([F:24])[O:22][C:17]=3[CH:16]=2)=[O:30])[CH2:32]1. The catalyst class is: 291.